From a dataset of Catalyst prediction with 721,799 reactions and 888 catalyst types from USPTO. Predict which catalyst facilitates the given reaction. (1) The catalyst class is: 4. Reactant: [C:1]1(N)[CH:6]=[CH:5][CH:4]=[C:3]([NH2:7])[CH:2]=1.C(NC(C)C)(C)C.[C:16]([O:20][C:21](O[C:21]([O:20][C:16]([CH3:19])([CH3:18])[CH3:17])=[O:22])=[O:22])([CH3:19])([CH3:18])[CH3:17]. Product: [C:16]([O:20][C:21]([C:1]1[CH:6]=[CH:5][CH:4]=[C:3]([NH2:7])[CH:2]=1)=[O:22])([CH3:19])([CH3:18])[CH3:17]. (2) Reactant: Cl[C:2]1[N:3]=[CH:4][C:5]2[C:10]([CH:11]=1)=[CH:9][CH:8]=[C:7]([O:12][CH3:13])[CH:6]=2.B([C:17]1[CH:25]=[CH:24][C:20]([C:21]([OH:23])=[O:22])=[CH:19][CH:18]=1)(O)O. Product: [CH3:13][O:12][C:7]1[CH:6]=[C:5]2[C:10]([CH:11]=[C:2]([C:17]3[CH:25]=[CH:24][C:20]([C:21]([OH:23])=[O:22])=[CH:19][CH:18]=3)[N:3]=[CH:4]2)=[CH:9][CH:8]=1. The catalyst class is: 6.